Predict the reaction yield, written as a fraction of the theoretical maximum amount of product (1.0 means a 100% yield; for example, 0.34 means a 34% yield). From a dataset of Reaction yield outcomes from USPTO patents with 853,638 reactions. The reactants are [OH:1][Li].O.OO.C([C@H]1COC(=O)N1C(=O)[C@@H:20]([C:33]1[CH:38]=[CH:37][C:36]([Cl:39])=[CH:35][CH:34]=1)[CH2:21][N:22]([CH:30]([CH3:32])[CH3:31])[C:23](=[O:29])[O:24][C:25]([CH3:28])([CH3:27])[CH3:26])C1C=CC=CC=1.[O-]S([O-])=O.[Na+].[Na+].C1[CH2:51][O:50]CC1. The catalyst is O. The product is [C:25]([O:24][C:23]([N:22]([CH:30]([CH3:31])[CH3:32])[CH2:21][C@H:20]([C:33]1[CH:38]=[CH:37][C:36]([Cl:39])=[CH:35][CH:34]=1)[C:51]([OH:50])=[O:1])=[O:29])([CH3:27])([CH3:28])[CH3:26]. The yield is 1.00.